This data is from Forward reaction prediction with 1.9M reactions from USPTO patents (1976-2016). The task is: Predict the product of the given reaction. (1) The product is: [CH3:15][C:11]1[CH:10]=[C:9]([C:7]2[CH:6]=[CH:5][CH:4]=[C:3]([C:1]#[N:2])[CH:8]=2)[CH:14]=[CH:13][CH:12]=1.[C:46]([OH:52])([C:48]([F:51])([F:50])[F:49])=[O:47]. Given the reactants [C:1]([C:3]1[CH:4]=[CH:5][C:6]([C@]([C@@H]2CCCN(C([C@H]3C[C@@H](NC(=O)OC(C)(C)C)[C@@H](O)C3)=O)C2)(O)CCCCOC)=[C:7]([C:9]2[CH:14]=[CH:13][CH:12]=[C:11]([CH3:15])[CH:10]=2)[CH:8]=1)#[N:2].[C:46]([OH:52])([C:48]([F:51])([F:50])[F:49])=[O:47].C(Cl)Cl, predict the reaction product. (2) Given the reactants [F:1][C:2]1([F:29])[CH2:28][CH:5]2[CH:6]([C:18]3[CH:23]=[CH:22][C:21]([O:24]COC)=[CH:20][CH:19]=3)[O:7][C:8]3[CH:9]=[CH:10][C:11]([O:14]COC)=[CH:12][C:13]=3[CH:4]2[CH2:3]1, predict the reaction product. The product is: [F:29][C:2]1([F:1])[CH2:28][C@@H:5]2[C@H:6]([C:18]3[CH:23]=[CH:22][C:21]([OH:24])=[CH:20][CH:19]=3)[O:7][C:8]3[CH:9]=[CH:10][C:11]([OH:14])=[CH:12][C:13]=3[C@@H:4]2[CH2:3]1. (3) The product is: [C:5]([O-:18])(=[O:17])[CH2:6][CH2:7][CH2:8][CH2:9][CH2:10][CH2:11][CH2:12][CH2:13][CH2:14][CH2:15][CH3:16].[In+3:2].[C:5]([O-:18])(=[O:17])[CH2:6][CH2:7][CH2:8][CH2:9][CH2:10][CH2:11][CH2:12][CH2:13][CH2:14][CH2:15][CH3:16].[C:5]([O-:18])(=[O:17])[CH2:6][CH2:7][CH2:8][CH2:9][CH2:10][CH2:11][CH2:12][CH2:13][CH2:14][CH2:15][CH3:16]. Given the reactants [I-].[In+3:2].[I-].[I-].[C:5]([OH:18])(=[O:17])[CH2:6][CH2:7][CH2:8][CH2:9][CH2:10][CH2:11][CH2:12][CH2:13][CH2:14][CH2:15][CH3:16], predict the reaction product. (4) Given the reactants [NH2:1][C:2]1[CH:6]=[C:5]([C:7]2[O:8][CH:9]=[CH:10][CH:11]=2)[NH:4][N:3]=1.C([O:14][C:15](=O)[CH2:16][C:17](=O)[CH2:18][Cl:19])C, predict the reaction product. The product is: [Cl:19][CH2:18][C:17]1[CH:16]=[C:15]([OH:14])[N:3]2[N:4]=[C:5]([C:7]3[O:8][CH:9]=[CH:10][CH:11]=3)[CH:6]=[C:2]2[N:1]=1. (5) Given the reactants [C:1]([NH:8][CH2:9][CH:10]1[C:18]2[C:13](=[CH:14][C:15](O)=[CH:16][CH:17]=2)[CH2:12][CH2:11]1)([O:3][C:4]([CH3:7])([CH3:6])[CH3:5])=[O:2].ClC1[CH:28]=[CH:27][C:24]([C:25]#[N:26])=[CH:23][N:22]=1.[C:29]([O-:32])([O-])=O.[K+].[K+].[NH4+].[Cl-].[CH3:37]C(N(C)C)=O, predict the reaction product. The product is: [C:4]([O:3][C:1](=[O:2])[NH:8][CH2:9][CH:10]1[C:18]2[C:13](=[C:14]([O:32][C:29]3[CH:28]=[CH:27][C:24]([C:25]#[N:26])=[CH:23][N:22]=3)[CH:15]=[CH:16][CH:17]=2)[CH2:12][CH2:11][CH2:37]1)([CH3:5])([CH3:6])[CH3:7].